This data is from Full USPTO retrosynthesis dataset with 1.9M reactions from patents (1976-2016). The task is: Predict the reactants needed to synthesize the given product. (1) Given the product [NH2:17][C:15]1[CH:14]=[C:9]([CH:8]=[C:7]([N:1]2[CH2:2][CH2:3][O:4][CH2:5][CH2:6]2)[CH:16]=1)[C:10]([NH:12][CH3:13])=[O:11], predict the reactants needed to synthesize it. The reactants are: [N:1]1([C:7]2[CH:8]=[C:9]([CH:14]=[C:15]([N+:17]([O-])=O)[CH:16]=2)[C:10]([NH:12][CH3:13])=[O:11])[CH2:6][CH2:5][O:4][CH2:3][CH2:2]1.[H][H]. (2) The reactants are: [CH2:1]([NH:8][CH2:9][C:10]1[CH:11]=[N:12][CH:13]=[CH:14][CH:15]=1)[C:2]1[CH:7]=[CH:6][CH:5]=[CH:4][CH:3]=1.[N:16]1[C:25]2[C:20](=[CH:21][CH:22]=[CH:23][C:24]=2[S:26]([NH:29][C:30]2[CH:38]=[CH:37][CH:36]=[CH:35][C:31]=2[C:32](Cl)=[O:33])(=[O:28])=[O:27])[CH:19]=[CH:18][CH:17]=1. Given the product [CH2:1]([N:8]([CH2:9][C:10]1[CH:11]=[N:12][CH:13]=[CH:14][CH:15]=1)[C:32](=[O:33])[C:31]1[CH:35]=[CH:36][CH:37]=[CH:38][C:30]=1[NH:29][S:26]([C:24]1[CH:23]=[CH:22][CH:21]=[C:20]2[C:25]=1[N:16]=[CH:17][CH:18]=[CH:19]2)(=[O:28])=[O:27])[C:2]1[CH:3]=[CH:4][CH:5]=[CH:6][CH:7]=1, predict the reactants needed to synthesize it. (3) Given the product [CH3:1][NH:2][C:3]([NH:5][C@@H:6]1[CH2:10][CH2:9][NH:8][CH2:7]1)=[O:4], predict the reactants needed to synthesize it. The reactants are: [CH3:1][NH:2][C:3]([NH:5][C@@H:6]1[CH2:10][CH2:9][N:8](C(OC(C)(C)C)=O)[CH2:7]1)=[O:4].Cl.O1CCOCC1.